From a dataset of Catalyst prediction with 721,799 reactions and 888 catalyst types from USPTO. Predict which catalyst facilitates the given reaction. (1) Reactant: [NH2:1][CH2:2][C:3]1[CH:4]=[C:5]2[C:9](=[C:10]([CH3:12])[CH:11]=1)[C:8](=[O:13])[N:7]([CH2:14][C:15]1[CH:20]=[CH:19][C:18]([O:21][C:22]([F:25])([F:24])[F:23])=[CH:17][CH:16]=1)[CH2:6]2.Cl[CH2:27][CH2:28][N:29]([CH2:31][CH2:32]Cl)[CH3:30].C([O-])([O-])=O.[K+].[K+]. Product: [CH3:12][C:10]1[CH:11]=[C:3]([CH2:2][N:1]2[CH2:32][CH2:31][N:29]([CH3:30])[CH2:28][CH2:27]2)[CH:4]=[C:5]2[C:9]=1[C:8](=[O:13])[N:7]([CH2:14][C:15]1[CH:20]=[CH:19][C:18]([O:21][C:22]([F:25])([F:23])[F:24])=[CH:17][CH:16]=1)[CH2:6]2. The catalyst class is: 3. (2) Reactant: Cl.C(OC(=O)[NH:8][C@H:9]([C:11]1[NH:12][CH:13]=[C:14]([C:16]2[CH:21]=[CH:20][C:19]([C:22]3[CH:31]=[CH:30][C:29]4[C:24](=[CH:25][CH:26]=[C:27]([C:32]5[N:33]=[C:34]([C@@H:37]([NH:39]C(OC(C)(C)C)=O)[CH3:38])[NH:35][CH:36]=5)[CH:28]=4)[CH:23]=3)=[CH:18][CH:17]=2)[N:15]=1)[CH3:10])(C)(C)C. Product: [NH2:39][C@H:37]([C:34]1[NH:35][CH:36]=[C:32]([C:27]2[CH:28]=[C:29]3[C:24](=[CH:25][CH:26]=2)[CH:23]=[C:22]([C:19]2[CH:18]=[CH:17][C:16]([C:14]4[N:15]=[C:11]([C@@H:9]([NH2:8])[CH3:10])[NH:12][CH:13]=4)=[CH:21][CH:20]=2)[CH:31]=[CH:30]3)[N:33]=1)[CH3:38]. The catalyst class is: 169. (3) Reactant: [NH2:1][CH2:2][CH2:3][CH2:4][C@:5]1([C:24]2[CH:29]=[CH:28][CH:27]=[CH:26][CH:25]=2)[N:9]([C:10](=[O:15])[C@@H:11]([O:13][CH3:14])[CH3:12])[N:8]=[C:7]([C:16]2[CH:21]=[C:20]([F:22])[CH:19]=[CH:18][C:17]=2[F:23])[S:6]1.[ClH:30].[C:31](=[NH:35])(OC)[CH3:32].C(N(CC)CC)C. Product: [ClH:30].[F:23][C:17]1[CH:18]=[CH:19][C:20]([F:22])=[CH:21][C:16]=1[C:7]1[S:6][C@@:5]([CH2:4][CH2:3][CH2:2][NH:1][C:31](=[NH:35])[CH3:32])([C:24]2[CH:29]=[CH:28][CH:27]=[CH:26][CH:25]=2)[N:9]([C:10](=[O:15])[C@@H:11]([O:13][CH3:14])[CH3:12])[N:8]=1. The catalyst class is: 5. (4) Reactant: [NH2:1][C:2]1[C:7]([C:8]#[N:9])=[C:6]([CH:10]2[CH2:15][CH2:14][CH2:13][N:12]([C:16]([O:18][C:19]([CH3:22])([CH3:21])[CH3:20])=[O:17])[CH2:11]2)[CH:5]=[C:4]([C:23]2[CH:28]=[CH:27][CH:26]=[CH:25][C:24]=2[O:29][CH2:30][C:31]2[CH:36]=[CH:35][CH:34]=[CH:33][CH:32]=2)[N:3]=1.[OH-:37].[K+].O. Product: [NH2:1][C:2]1[C:7]([C:8](=[O:37])[NH2:9])=[C:6]([CH:10]2[CH2:15][CH2:14][CH2:13][N:12]([C:16]([O:18][C:19]([CH3:22])([CH3:21])[CH3:20])=[O:17])[CH2:11]2)[CH:5]=[C:4]([C:23]2[CH:28]=[CH:27][CH:26]=[CH:25][C:24]=2[O:29][CH2:30][C:31]2[CH:32]=[CH:33][CH:34]=[CH:35][CH:36]=2)[N:3]=1. The catalyst class is: 8.